From a dataset of Reaction yield outcomes from USPTO patents with 853,638 reactions. Predict the reaction yield, written as a fraction of the theoretical maximum amount of product (1.0 means a 100% yield; for example, 0.34 means a 34% yield). (1) The reactants are [CH3:1][C:2]1[O:6][N:5]=[C:4]([C:7]2[CH:12]=[CH:11][CH:10]=[CH:9][CH:8]=2)[C:3]=1[CH2:13][O:14][C:15]1[CH:23]=[CH:22][C:18]([C:19]([OH:21])=O)=[CH:17][N:16]=1.Cl.[CH3:25][C:26]1([NH2:29])[CH2:28][CH2:27]1. No catalyst specified. The product is [CH3:25][C:26]1([NH:29][C:19](=[O:21])[C:18]2[CH:22]=[CH:23][C:15]([O:14][CH2:13][C:3]3[C:4]([C:7]4[CH:8]=[CH:9][CH:10]=[CH:11][CH:12]=4)=[N:5][O:6][C:2]=3[CH3:1])=[N:16][CH:17]=2)[CH2:28][CH2:27]1. The yield is 0.830. (2) The reactants are [CH2:1]([O:8][C:9]([N:11]1[CH2:16][CH2:15][CH:14]([CH2:17][NH:18][C:19]2[CH:23]=[C:22]([C:24]3[CH:29]=[CH:28][CH:27]=[CH:26][CH:25]=3)[S:21][C:20]=2[C:30]([O:32][CH3:33])=[O:31])[CH2:13][CH2:12]1)=[O:10])[C:2]1[CH:7]=[CH:6][CH:5]=[CH:4][CH:3]=1.[Cl:34][C:35]1[CH:43]=[C:42]([Cl:44])[CH:41]=[CH:40][C:36]=1[C:37](Cl)=[O:38]. The catalyst is ClCCCl.CCOC(C)=O. The product is [CH2:1]([O:8][C:9]([N:11]1[CH2:12][CH2:13][CH:14]([CH2:17][N:18]([C:37](=[O:38])[C:36]2[CH:40]=[CH:41][C:42]([Cl:44])=[CH:43][C:35]=2[Cl:34])[C:19]2[CH:23]=[C:22]([C:24]3[CH:29]=[CH:28][CH:27]=[CH:26][CH:25]=3)[S:21][C:20]=2[C:30]([O:32][CH3:33])=[O:31])[CH2:15][CH2:16]1)=[O:10])[C:2]1[CH:7]=[CH:6][CH:5]=[CH:4][CH:3]=1. The yield is 0.850.